This data is from M1 muscarinic receptor antagonist screen with 61,756 compounds. The task is: Binary Classification. Given a drug SMILES string, predict its activity (active/inactive) in a high-throughput screening assay against a specified biological target. (1) The molecule is s1c(c2oc(N3CCN(CC3)c3ccccc3)c(n2)C#N)ccc1. The result is 0 (inactive). (2) The drug is S(c1n(c2ccccc2)c(nn1)c1occc1)CC(=O)NCCc1ccccc1. The result is 0 (inactive). (3) The molecule is s1c(nc(c1)C)CCc1scc(n1)C. The result is 0 (inactive). (4) The compound is S(CC(=O)Nc1ccc(C(=O)N2CCCCC2)cc1)c1n(nnn1)c1c(OC)ccc(OC)c1. The result is 0 (inactive). (5) The molecule is O=C(Nc1c(OC)cc(OC)cc1)C1CCCN(C1)c1n2ncnc2nc(c1)CCC. The result is 0 (inactive). (6) The compound is O=C(Nc1ccc(OCC)cc1)CCN1CCCCC1. The result is 0 (inactive). (7) The molecule is Clc1ccc(c2nn3c(c(CCC(=O)N4CCC5(OCCO5)CC4)c(nc3c2)C)C)cc1. The result is 0 (inactive). (8) The drug is O(C(=O)C(NC(=O)c1ccc(NCN2C(=O)c3c(C2=O)cccc3)cc1)CCC(OCC)=O)CC. The result is 0 (inactive).